From a dataset of Catalyst prediction with 721,799 reactions and 888 catalyst types from USPTO. Predict which catalyst facilitates the given reaction. (1) Reactant: [NH2:1][C:2]1[CH:3]=[C:4]([CH:14]=[CH:15][C:16]=1[O:17][CH3:18])[C:5]([NH:7][C:8]1[CH:13]=[CH:12][CH:11]=[CH:10][CH:9]=1)=[O:6].[CH3:19][N:20]1[CH:24]=[C:23]([S:25](Cl)(=[O:27])=[O:26])[N:22]=[CH:21]1. Product: [CH3:19][N:20]1[CH:24]=[C:23]([S:25]([NH:1][C:2]2[CH:3]=[C:4]([CH:14]=[CH:15][C:16]=2[O:17][CH3:18])[C:5]([NH:7][C:8]2[CH:13]=[CH:12][CH:11]=[CH:10][CH:9]=2)=[O:6])(=[O:27])=[O:26])[N:22]=[CH:21]1. The catalyst class is: 17. (2) Reactant: N(C(C)(C)C#N)=NC(C)(C)C#N.[Cl:13][C:14]1[CH:19]=[C:18]([Cl:20])[CH:17]=[C:16]([CH3:21])[C:15]=1[I:22].[Br:23]N1C(=O)CCC1=O. Product: [Br:23][CH2:21][C:16]1[CH:17]=[C:18]([Cl:20])[CH:19]=[C:14]([Cl:13])[C:15]=1[I:22]. The catalyst class is: 47. (3) Reactant: [Cl:1][CH2:2][C:3]1[CH:8]=[CH:7][C:6]([CH2:9][OH:10])=[CH:5][CH:4]=1.[O:11]1[CH:16]=[CH:15][CH2:14][CH2:13][CH2:12]1.CC1C=CC(S([O-])(=O)=O)=CC=1.[NH+]1C=CC=CC=1.C(=O)([O-])O.[Na+]. Product: [Cl:1][CH2:2][C:3]1[CH:8]=[CH:7][C:6]([CH2:9][O:10][CH:12]2[CH2:13][CH2:14][CH2:15][CH2:16][O:11]2)=[CH:5][CH:4]=1. The catalyst class is: 2. (4) Reactant: [N:1]1([C:6]2[CH:11]=[CH:10][C:9]([OH:12])=[CH:8][CH:7]=2)[CH:5]=[N:4][CH:3]=[N:2]1.[C:13]([O:17][C:18]([N:20]1[CH2:25][CH2:24][CH:23]([N:26]2[C:30]3=[N:31][CH:32]=[N:33][C:34](Cl)=[C:29]3[CH:28]=[N:27]2)[CH2:22][CH2:21]1)=[O:19])([CH3:16])([CH3:15])[CH3:14].C(=O)([O-])[O-].[K+].[K+]. Product: [C:13]([O:17][C:18]([N:20]1[CH2:21][CH2:22][CH:23]([N:26]2[C:30]3=[N:31][CH:32]=[N:33][C:34]([O:12][C:9]4[CH:8]=[CH:7][C:6]([N:1]5[CH:5]=[N:4][CH:3]=[N:2]5)=[CH:11][CH:10]=4)=[C:29]3[CH:28]=[N:27]2)[CH2:24][CH2:25]1)=[O:19])([CH3:16])([CH3:14])[CH3:15]. The catalyst class is: 3. (5) Reactant: [OH:1][CH:2]1[CH2:7][CH2:6][NH:5][CH2:4][CH2:3]1.[CH2:8]=O.[N:10]1[N:11]2[CH:19]=[CH:18][CH:17]=[C:12]2[C:13]([NH2:16])=[N:14][CH:15]=1. Product: [NH2:16][C:13]1[C:12]2=[CH:17][CH:18]=[C:19]([CH2:8][N:5]3[CH2:6][CH2:7][CH:2]([OH:1])[CH2:3][CH2:4]3)[N:11]2[N:10]=[CH:15][N:14]=1. The catalyst class is: 15. (6) Reactant: [Cl:1][C:2]1[CH:10]=[CH:9][CH:8]=[C:7]([CH3:11])[C:3]=1[C:4]([OH:6])=[O:5].[H-].[Na+].[CH2:14]1COCC1. The catalyst class is: 13. Product: [CH3:14][O:5][C:4](=[O:6])[C:3]1[C:7]([CH3:11])=[CH:8][CH:9]=[CH:10][C:2]=1[Cl:1]. (7) Reactant: Br[C:2]1[CH:3]=[C:4]([CH:17]=[CH:18][C:19]=1[Cl:20])[C:5]([NH:7][C@@H:8]([C:10]1[CH:15]=[CH:14][CH:13]=[C:12]([Cl:16])[CH:11]=1)[CH3:9])=[O:6].C1(P(C2C=CC=CC=2)C2C3OC4C(=CC=CC=4P(C4C=CC=CC=4)C4C=CC=CC=4)C(C)(C)C=3C=CC=2)C=CC=CC=1.[C:63]1([SH:69])[CH:68]=[CH:67][CH:66]=[CH:65][CH:64]=1.C(N(C(C)C)C(C)C)C. The catalyst class is: 102. Product: [Cl:20][C:19]1[CH:18]=[CH:17][C:4]([C:5]([NH:7][C@@H:8]([C:10]2[CH:15]=[CH:14][CH:13]=[C:12]([Cl:16])[CH:11]=2)[CH3:9])=[O:6])=[CH:3][C:2]=1[S:69][C:63]1[CH:68]=[CH:67][CH:66]=[CH:65][CH:64]=1. (8) The catalyst class is: 3. Reactant: [CH3:1][CH:2]([C:4]1[C:8]2=[C:9]([OH:13])[CH:10]=[CH:11][CH:12]=[C:7]2[O:6][N:5]=1)[CH3:3].CC(C1OC2C(=C(O)C=CC=2)N=1)C.Cl[C:28]1[CH:33]=[CH:32][C:31]([N+:34]([O-:36])=[O:35])=[CH:30][N:29]=1.C(=O)([O-])[O-].[K+].[K+]. Product: [CH3:3][CH:2]([C:4]1[C:8]2[C:9]([O:13][C:28]3[CH:33]=[CH:32][C:31]([N+:34]([O-:36])=[O:35])=[CH:30][N:29]=3)=[CH:10][CH:11]=[CH:12][C:7]=2[O:6][N:5]=1)[CH3:1].